From a dataset of Full USPTO retrosynthesis dataset with 1.9M reactions from patents (1976-2016). Predict the reactants needed to synthesize the given product. (1) Given the product [Cl:1][C:2]1[CH:3]=[CH:4][C:5]2[N:11]3[CH:12]=[CH:13][CH:14]=[C:10]3[C@@H:9]([CH2:15][CH2:16][N:17]3[C:21]([CH2:42][C:43]#[N:44])=[CH:20][N:19]=[N:18]3)[O:8][C@H:7]([C:25]3[CH:30]=[CH:29][CH:28]=[C:27]([O:31][CH3:32])[C:26]=3[O:33][CH3:34])[C:6]=2[CH:35]=1, predict the reactants needed to synthesize it. The reactants are: [Cl:1][C:2]1[CH:3]=[CH:4][C:5]2[N:11]3[CH:12]=[CH:13][CH:14]=[C:10]3[C@@H:9]([CH2:15][CH2:16][N:17]3[CH:21]=[C:20](CC#N)[N:19]=[N:18]3)[O:8][C@H:7]([C:25]3[CH:30]=[CH:29][CH:28]=[C:27]([O:31][CH3:32])[C:26]=3[O:33][CH3:34])[C:6]=2[CH:35]=1.CS(OC[C:42]1N(CC[C@H]2O[C@H](C3C=CC=C(OC)C=3OC)C3C=C(Cl)C=CC=3N3C=CC=C23)N=[N:44][CH:43]=1)(=O)=O.[C-]#N.[Na+]. (2) Given the product [F:7][C:8]1[CH:9]=[C:10]([CH:20]=[CH:21][C:22]=1[O:23][CH3:24])[CH:11]=[C:26]1[CH2:31][CH2:30][N:29]([C:32]([O:34][C:35]([CH3:38])([CH3:37])[CH3:36])=[O:33])[CH2:28][CH2:27]1, predict the reactants needed to synthesize it. The reactants are: CC(C)([O-])C.[K+].[F:7][C:8]1[CH:9]=[C:10]([CH:20]=[CH:21][C:22]=1[O:23][CH3:24])[CH2:11]P(=O)(OCC)OCC.O=[C:26]1[CH2:31][CH2:30][N:29]([C:32]([O:34][C:35]([CH3:38])([CH3:37])[CH3:36])=[O:33])[CH2:28][CH2:27]1. (3) Given the product [C:1]([C:5]1[N:6]=[C:7]([C:10]2[CH:18]=[CH:17][CH:16]=[CH:15][C:11]=2[C:12]([NH:52][C:53]2[CH:83]=[CH:82][C:56]3[N:57]=[C:58]([C:60]([NH:62][C@@H:63]([C:76]4[CH:81]=[CH:80][CH:79]=[CH:78][CH:77]=4)[C:64]([N:66]([CH2:68][C:69]4[CH:74]=[CH:73][C:72]([F:75])=[CH:71][CH:70]=4)[CH3:67])=[O:65])=[O:61])[S:59][C:55]=3[CH:54]=2)=[O:14])[S:8][CH:9]=1)([CH3:2])([CH3:3])[CH3:4], predict the reactants needed to synthesize it. The reactants are: [C:1]([C:5]1[N:6]=[C:7]([C:10]2[CH:18]=[CH:17][CH:16]=[CH:15][C:11]=2[C:12]([OH:14])=O)[S:8][CH:9]=1)([CH3:4])([CH3:3])[CH3:2].CN(C(ON1N=NC2C=CC=NC1=2)=[N+](C)C)C.F[P-](F)(F)(F)(F)F.CCN(C(C)C)C(C)C.[NH2:52][C:53]1[CH:83]=[CH:82][C:56]2[N:57]=[C:58]([C:60]([NH:62][C@@H:63]([C:76]3[CH:81]=[CH:80][CH:79]=[CH:78][CH:77]=3)[C:64]([N:66]([CH2:68][C:69]3[CH:74]=[CH:73][C:72]([F:75])=[CH:71][CH:70]=3)[CH3:67])=[O:65])=[O:61])[S:59][C:55]=2[CH:54]=1. (4) The reactants are: [C:1]([O:5][C:6](=[O:23])[NH:7][C:8]1[CH:13]=[C:12]([N:14]2[CH2:17][CH2:16][CH2:15]2)[C:11]([C:18]([F:21])([F:20])[F:19])=[CH:10][C:9]=1[NH2:22])([CH3:4])([CH3:3])[CH3:2].C([O:28][C:29](=O)[CH2:30][C:31]([C:33]1[CH:38]=[CH:37][N:36]=[C:35]([C:39]#[N:40])[CH:34]=1)=[O:32])(C)(C)C. Given the product [C:1]([O:5][C:6](=[O:23])[NH:7][C:8]1[CH:13]=[C:12]([N:14]2[CH2:17][CH2:16][CH2:15]2)[C:11]([C:18]([F:20])([F:21])[F:19])=[CH:10][C:9]=1[NH:22][C:29](=[O:28])[CH2:30][C:31]([C:33]1[CH:38]=[CH:37][N:36]=[C:35]([C:39]#[N:40])[CH:34]=1)=[O:32])([CH3:4])([CH3:2])[CH3:3], predict the reactants needed to synthesize it. (5) Given the product [O:59]=[S:2]1(=[O:1])[CH2:3][CH2:4][N:5]([C:8](=[O:58])[CH2:9][NH:10][C@:11]23[CH2:54][CH2:53][C@@H:52]([C:55]([CH3:57])=[CH2:56])[C@@H:12]2[C@@H:13]2[C@@:26]([CH3:29])([CH2:27][CH2:28]3)[C@@:25]3([CH3:30])[C@@H:16]([C@:17]4([CH3:51])[C@@H:22]([CH2:23][CH2:24]3)[C:21]([CH3:31])([CH3:32])[C:20]([C:33]3[CH2:38][CH2:37][C@@:36]([CH2:49][F:50])([C:39]([OH:41])=[O:40])[CH2:35][CH:34]=3)=[CH:19][CH2:18]4)[CH2:15][CH2:14]2)[CH2:6][CH2:7]1, predict the reactants needed to synthesize it. The reactants are: [O:1]=[S:2]1(=[O:59])[CH2:7][CH2:6][N:5]([C:8](=[O:58])[CH2:9][NH:10][C@:11]23[CH2:54][CH2:53][C@@H:52]([C:55]([CH3:57])=[CH2:56])[C@@H:12]2[C@@H:13]2[C@@:26]([CH3:29])([CH2:27][CH2:28]3)[C@@:25]3([CH3:30])[C@@H:16]([C@:17]4([CH3:51])[C@@H:22]([CH2:23][CH2:24]3)[C:21]([CH3:32])([CH3:31])[C:20]([C:33]3[CH2:38][CH2:37][C@@:36]([CH2:49][F:50])([C:39]([O:41]CC5C=CC=CC=5)=[O:40])[CH2:35][CH:34]=3)=[CH:19][CH2:18]4)[CH2:15][CH2:14]2)[CH2:4][CH2:3]1.C(O)(C(F)(F)F)=O.[Li+].[OH-].C1COCC1. (6) Given the product [N:23]1([C:18]([C:12]2[S:13][C:14]3[CH2:15][CH2:16][O:17][C:8]4[CH:7]=[C:6]([C:4]5[CH:5]=[N:1][NH:2][CH:3]=5)[CH:22]=[CH:21][C:9]=4[C:10]=3[N:11]=2)=[O:20])[CH2:29][CH2:28][CH2:27][NH:26][CH2:25][CH2:24]1, predict the reactants needed to synthesize it. The reactants are: [NH:1]1[CH:5]=[C:4]([C:6]2[CH:22]=[CH:21][C:9]3[C:10]4[N:11]=[C:12]([C:18]([OH:20])=O)[S:13][C:14]=4[CH2:15][CH2:16][O:17][C:8]=3[CH:7]=2)[CH:3]=[N:2]1.[NH:23]1[CH2:29][CH2:28][CH2:27][NH:26][CH2:25][CH2:24]1. (7) Given the product [NH2:8][C:9]1[CH:10]=[C:2]([Br:1])[CH:3]=[C:4]([F:13])[C:5]=1[C:6]([OH:12])=[O:14], predict the reactants needed to synthesize it. The reactants are: [Br:1][C:2]1[CH:10]=[C:9]2[C:5]([C:6](=[O:12])C(=O)[NH:8]2)=[C:4]([F:13])[CH:3]=1.[OH:14]O.